The task is: Regression. Given a peptide amino acid sequence and an MHC pseudo amino acid sequence, predict their binding affinity value. This is MHC class I binding data.. This data is from Peptide-MHC class I binding affinity with 185,985 pairs from IEDB/IMGT. The peptide sequence is FPGQQQPF. The binding affinity (normalized) is 0. The MHC is HLA-B54:01 with pseudo-sequence HLA-B54:01.